Dataset: Full USPTO retrosynthesis dataset with 1.9M reactions from patents (1976-2016). Task: Predict the reactants needed to synthesize the given product. (1) Given the product [Br:1][C:2]1[CH:7]=[CH:6][CH:5]=[CH:4][C:3]=1[O:8][CH2:13][CH3:14], predict the reactants needed to synthesize it. The reactants are: [Br:1][C:2]1[CH:7]=[CH:6][CH:5]=[CH:4][C:3]=1[OH:8].S(OCC)(O[CH2:13][CH3:14])(=O)=O. (2) Given the product [NH:8]1[C:3]2[CH:4]=[CH:5][CH:6]=[CH:7][C:2]=2[N:1]=[C:9]1[C:11]1[C:15]([NH:16][C:17](=[O:30])[C:18]2[CH:23]=[C:22]([C:24]([CH3:25])([CH3:26])[CH3:27])[CH:21]=[CH:20][C:19]=2[O:28][CH3:29])=[CH:14][NH:13][N:12]=1, predict the reactants needed to synthesize it. The reactants are: [NH2:1][C:2]1[CH:7]=[CH:6][CH:5]=[CH:4][C:3]=1[NH:8][C:9]([C:11]1[C:15]([NH:16][C:17](=[O:30])[C:18]2[CH:23]=[C:22]([C:24]([CH3:27])([CH3:26])[CH3:25])[CH:21]=[CH:20][C:19]=2[O:28][CH3:29])=[CH:14][NH:13][N:12]=1)=O. (3) Given the product [CH3:27][N:24]1[CH2:25][CH2:26][CH:21]([NH:20][C:2]2[N:7]3[N:8]=[C:9]([NH:11][C:12](=[O:19])[C:13]4[CH:18]=[CH:17][CH:16]=[N:15][CH:14]=4)[N:10]=[C:6]3[CH:5]=[CH:4][CH:3]=2)[CH2:22][CH2:23]1, predict the reactants needed to synthesize it. The reactants are: Br[C:2]1[N:7]2[N:8]=[C:9]([NH:11][C:12](=[O:19])[C:13]3[CH:18]=[CH:17][CH:16]=[N:15][CH:14]=3)[N:10]=[C:6]2[CH:5]=[CH:4][CH:3]=1.[NH2:20][CH:21]1[CH2:26][CH2:25][N:24]([CH3:27])[CH2:23][CH2:22]1.